From a dataset of Forward reaction prediction with 1.9M reactions from USPTO patents (1976-2016). Predict the product of the given reaction. Given the reactants Cl[C:2]1[N:3]=[CH:4][C:5]2[O:6][CH2:7][CH2:8][NH:9][C:10]=2[N:11]=1.[F:12][C:13]([F:24])([F:23])[C:14]1[CH:15]=[C:16](B(O)O)[CH:17]=[CH:18][CH:19]=1.C([O-])([O-])=O.[Na+].[Na+].[O-]S([O-])(=O)=O.[Na+].[Na+], predict the reaction product. The product is: [F:12][C:13]([F:24])([F:23])[C:14]1[CH:19]=[C:18]([C:2]2[N:3]=[CH:4][C:5]3[O:6][CH2:7][CH2:8][NH:9][C:10]=3[N:11]=2)[CH:17]=[CH:16][CH:15]=1.